From a dataset of Buchwald-Hartwig C-N cross coupling reaction yields with 55,370 reactions. Predict the reaction yield, written as a fraction of the theoretical maximum amount of product (1.0 means a 100% yield; for example, 0.34 means a 34% yield). (1) The reactants are Clc1cccnc1.Cc1ccc(N)cc1.O=S(=O)(O[Pd]1c2ccccc2-c2ccccc2N~1)C(F)(F)F.COc1ccc(OC)c(P([C@]23C[C@H]4C[C@H](C[C@H](C4)C2)C3)[C@]23C[C@H]4C[C@H](C[C@H](C4)C2)C3)c1-c1c(C(C)C)cc(C(C)C)cc1C(C)C.CCN=P(N=P(N(C)C)(N(C)C)N(C)C)(N(C)C)N(C)C.c1ccc2nocc2c1. No catalyst specified. The product is Cc1ccc(Nc2cccnc2)cc1. The yield is 0.00750. (2) The reactants are FC(F)(F)c1ccc(I)cc1.Cc1ccc(N)cc1.O=S(=O)(O[Pd]1c2ccccc2-c2ccccc2N~1)C(F)(F)F.CC(C)c1cc(C(C)C)c(-c2ccccc2P(C(C)(C)C)C(C)(C)C)c(C(C)C)c1.CCN=P(N=P(N(C)C)(N(C)C)N(C)C)(N(C)C)N(C)C.CCOC(=O)c1cc(OC)no1. No catalyst specified. The product is Cc1ccc(Nc2ccc(C(F)(F)F)cc2)cc1. The yield is 0.403. (3) The reactants are Clc1ccccn1.Cc1ccc(N)cc1.O=S(=O)(O[Pd]1c2ccccc2-c2ccccc2N~1)C(F)(F)F.CC(C)c1cc(C(C)C)c(-c2ccccc2P(C(C)(C)C)C(C)(C)C)c(C(C)C)c1.CCN=P(N=P(N(C)C)(N(C)C)N(C)C)(N(C)C)N(C)C.c1ccc2oncc2c1. No catalyst specified. The product is Cc1ccc(Nc2ccccn2)cc1. The yield is 0.539.